This data is from Full USPTO retrosynthesis dataset with 1.9M reactions from patents (1976-2016). The task is: Predict the reactants needed to synthesize the given product. (1) Given the product [C:16]([O:20][C:21]([N:23]1[C:32]2[C:27](=[CH:28][CH:29]=[C:30]([CH2:33][CH2:34][O:35][C:36]3[CH:37]=[C:38]4[C:42](=[CH:43][CH:44]=3)[N:41]([C:6]([C:7]3[CH:12]=[CH:11][CH:10]=[C:9]([O:13][CH3:14])[CH:8]=3)=[CH:5][C:4]([O:3][CH2:1][CH3:2])=[O:15])[CH:40]=[CH:39]4)[N:31]=2)[CH2:26][CH2:25][CH2:24]1)=[O:22])([CH3:19])([CH3:17])[CH3:18], predict the reactants needed to synthesize it. The reactants are: [CH2:1]([O:3][C:4](=[O:15])[C:5]#[C:6][C:7]1[CH:12]=[CH:11][CH:10]=[C:9]([O:13][CH3:14])[CH:8]=1)[CH3:2].[C:16]([O:20][C:21]([N:23]1[C:32]2[C:27](=[CH:28][CH:29]=[C:30]([CH2:33][CH2:34][O:35][C:36]3[CH:37]=[C:38]4[C:42](=[CH:43][CH:44]=3)[NH:41][CH:40]=[CH:39]4)[N:31]=2)[CH2:26][CH2:25][CH2:24]1)=[O:22])([CH3:19])([CH3:18])[CH3:17]. (2) Given the product [CH2:1]([O:3][C:4](=[O:19])[CH:5]([C:6]1[CH:7]=[CH:8][C:9]([S:12]([CH2:15][C:16](=[O:18])[CH3:17])(=[O:14])=[O:13])=[CH:10][CH:11]=1)[CH2:33][CH:28]1[CH2:32][CH2:31][CH2:30][CH2:29]1)[CH3:2], predict the reactants needed to synthesize it. The reactants are: [CH2:1]([O:3][C:4](=[O:19])[CH2:5][C:6]1[CH:11]=[CH:10][C:9]([S:12]([CH2:15][C:16](=[O:18])[CH3:17])(=[O:14])=[O:13])=[CH:8][CH:7]=1)[CH3:2].[Li+].CC([N-]C(C)C)C.[CH:28]1([CH2:33]I)[CH2:32][CH2:31][CH2:30][CH2:29]1. (3) Given the product [F:1][C:2]([F:7])([F:6])[C:3]([OH:5])=[O:4].[F:8][C:9]([F:14])([F:13])[C:10]([OH:12])=[O:11].[Cl:22][C:23]1[CH:24]=[N:25][C:26]2[NH:27][C:28]3[CH:29]=[N:30][CH:31]=[C:32]([CH:54]=3)[CH2:33][CH2:34][C:35]3[CH:43]=[C:39]([NH:40][C:41]=1[N:42]=2)[CH:38]=[CH:37][C:36]=3[NH:44][C:45](=[O:53])[CH2:46][CH:47]1[CH2:52][CH2:51][N:50]([C:63]([C:60]2[CH:59]=[C:58]([CH:55]([CH3:57])[CH3:56])[O:62][N:61]=2)=[O:64])[CH2:49][CH2:48]1, predict the reactants needed to synthesize it. The reactants are: [F:1][C:2]([F:7])([F:6])[C:3]([OH:5])=[O:4].[F:8][C:9]([F:14])([F:13])[C:10]([OH:12])=[O:11].FC(F)(F)C(O)=O.[Cl:22][C:23]1[CH:24]=[N:25][C:26]2[NH:27][C:28]3[CH:29]=[N:30][CH:31]=[C:32]([CH:54]=3)[CH2:33][CH2:34][C:35]3[CH:43]=[C:39]([NH:40][C:41]=1[N:42]=2)[CH:38]=[CH:37][C:36]=3[NH:44][C:45](=[O:53])[CH2:46][CH:47]1[CH2:52][CH2:51][NH:50][CH2:49][CH2:48]1.[CH:55]([C:58]1[O:62][N:61]=[C:60]([C:63](O)=[O:64])[CH:59]=1)([CH3:57])[CH3:56]. (4) Given the product [Cl:1][C:2]1[CH:3]=[N:4][C:5]2[NH:6][C:7]3[CH:8]=[C:9]([C:26]([OH:28])=[O:27])[CH:10]=[C:11]([CH:25]=3)[O:12][CH2:13][CH2:14][S:15][C:16]3[CH:24]=[C:20]([NH:21][C:22]=1[N:23]=2)[CH:19]=[CH:18][CH:17]=3, predict the reactants needed to synthesize it. The reactants are: [Cl:1][C:2]1[CH:3]=[N:4][C:5]2[NH:6][C:7]3[CH:8]=[C:9]([C:26]([O:28]C)=[O:27])[CH:10]=[C:11]([CH:25]=3)[O:12][CH2:13][CH2:14][S:15][C:16]3[CH:24]=[C:20]([NH:21][C:22]=1[N:23]=2)[CH:19]=[CH:18][CH:17]=3.[OH-].[Na+]. (5) Given the product [CH2:1]([O:8][C:9]([NH:11][CH:12]1[N:18]=[C:17]([CH2:19][CH3:20])[C:16]2[CH:21]=[CH:22][CH:23]=[C:24]([CH3:25])[C:15]=2[N:14]([CH2:30][C:31]([O:33][CH2:34][CH3:35])=[O:32])[C:13]1=[O:26])=[O:10])[C:2]1[CH:7]=[CH:6][CH:5]=[CH:4][CH:3]=1, predict the reactants needed to synthesize it. The reactants are: [CH2:1]([O:8][C:9]([NH:11][CH:12]1[N:18]=[C:17]([CH2:19][CH3:20])[C:16]2[CH:21]=[CH:22][CH:23]=[C:24]([CH3:25])[C:15]=2[NH:14][C:13]1=[O:26])=[O:10])[C:2]1[CH:7]=[CH:6][CH:5]=[CH:4][CH:3]=1.[H-].[Na+].Br[CH2:30][C:31]([O:33][CH2:34][CH3:35])=[O:32].Cl. (6) Given the product [CH3:3][C:4]([CH2:24][C:16]1[CH:17]=[CH:18][N:19]=[CH:20][CH:21]=1)([C:5]([O:7][CH2:8][CH3:9])=[O:6])[C:10]([O:12][CH2:13][CH3:14])=[O:11], predict the reactants needed to synthesize it. The reactants are: [H-].[Na+].[CH3:3][CH:4]([C:10]([O:12][CH2:13][CH3:14])=[O:11])[C:5]([O:7][CH2:8][CH3:9])=[O:6].Cl[C:16]1[CH:21]=[CH:20][N:19]=[C:18](CCl)[CH:17]=1.[C:24](=O)([O-])O.[Na+].